From a dataset of Catalyst prediction with 721,799 reactions and 888 catalyst types from USPTO. Predict which catalyst facilitates the given reaction. (1) Reactant: [CH3:1][O:2][C:3]1[CH:4]=[C:5]([OH:9])[CH:6]=[CH:7][CH:8]=1.[H-].[Na+].[Cl:12][CH2:13][CH2:14][CH2:15]I.[Na+].[Cl-]. Product: [Cl:12][CH2:13][CH2:14][CH2:15][O:9][C:5]1[CH:6]=[CH:7][CH:8]=[C:3]([O:2][CH3:1])[CH:4]=1. The catalyst class is: 18. (2) Reactant: [OH:1][CH2:2][CH:3]1[O:8][CH2:7][CH2:6][NH:5][CH2:4]1.[C:9](O[C:9]([O:11][C:12]([CH3:15])([CH3:14])[CH3:13])=[O:10])([O:11][C:12]([CH3:15])([CH3:14])[CH3:13])=[O:10]. Product: [OH:1][CH2:2][CH:3]1[O:8][CH2:7][CH2:6][N:5]([C:9]([O:11][C:12]([CH3:15])([CH3:14])[CH3:13])=[O:10])[CH2:4]1. The catalyst class is: 143. (3) Reactant: [N:1]1([CH2:6][CH2:7][OH:8])[CH:5]=[CH:4][CH:3]=[N:2]1.CC(C)([O-])C.[K+].F[C:16]1[CH:21]=[CH:20][C:19]([N+:22]([O-:24])=[O:23])=[CH:18][CH:17]=1.C(OCC)(=O)C. Product: [N+:22]([C:19]1[CH:20]=[CH:21][C:16]([O:8][CH2:7][CH2:6][N:1]2[CH:5]=[CH:4][CH:3]=[N:2]2)=[CH:17][CH:18]=1)([O-:24])=[O:23]. The catalyst class is: 30. (4) Reactant: [NH2:1][C:2]1[CH:3]=[C:4]2[C:9](=[CH:10][CH:11]=1)[N:8]=[CH:7][C:6]([C:12]#[N:13])=[C:5]2[NH:14][C:15]1[CH:20]=[CH:19][C:18]([F:21])=[C:17]([Cl:22])[CH:16]=1.[CH3:23][N:24]1[C:28]([N:29]2[CH2:34][CH2:33][O:32][CH2:31][CH2:30]2)=[C:27]([CH:35]=O)[C:26]([CH3:37])=[N:25]1.[BH3-]C#N.[Na+]. Product: [Cl:22][C:17]1[CH:16]=[C:15]([NH:14][C:5]2[C:4]3[C:9](=[CH:10][CH:11]=[C:2]([NH:1][CH2:35][C:27]4[C:26]([CH3:37])=[N:25][N:24]([CH3:23])[C:28]=4[N:29]4[CH2:30][CH2:31][O:32][CH2:33][CH2:34]4)[CH:3]=3)[N:8]=[CH:7][C:6]=2[C:12]#[N:13])[CH:20]=[CH:19][C:18]=1[F:21]. The catalyst class is: 14. (5) Reactant: [CH3:1][O:2][C:3](=[O:18])[C:4]1[CH:9]=[CH:8][CH:7]=[C:6]([C:10]2O[C:12]([CH2:15][CH2:16][OH:17])=[N:13][N:14]=2)[CH:5]=1.[O:19]1[CH:24]=[CH:23][CH2:22][CH2:21][CH2:20]1.O.C1(C)C=CC([S:32](O)(=O)=O)=CC=1. Product: [CH3:1][O:2][C:3](=[O:18])[C:4]1[CH:9]=[CH:8][CH:7]=[C:6]([C:10]2[S:32][C:12]([CH2:15][CH2:16][O:17][CH:24]3[CH2:23][CH2:22][CH2:21][CH2:20][O:19]3)=[N:13][N:14]=2)[CH:5]=1. The catalyst class is: 25. (6) Reactant: [CH3:1][S:2]([O:5][CH2:6][C@@H:7]1[CH2:11][CH2:10][CH2:9][C@H:8]1[CH2:12]OS(C)(=O)=O)(=[O:4])=[O:3].[N-:18]=[N+:19]=[N-:20].[Na+]. Product: [CH3:1][S:2]([O:5][CH2:6][C@@H:7]1[CH2:11][CH2:10][CH2:9][C@H:8]1[CH2:12][N:18]=[N+:19]=[N-:20])(=[O:4])=[O:3]. The catalyst class is: 3. (7) Reactant: [CH2:1]=[O:2].[NH2:3][CH2:4][CH2:5][CH2:6][Si:7]([O:14][CH2:15][CH3:16])([O:11][CH2:12][CH3:13])[O:8][CH2:9][CH3:10].CO[C:19]1[CH:24]=C[C:22]([OH:25])=[CH:21][CH:20]=1. Product: [CH2:9]([O:8][SiH:7]([O:14][CH2:15][CH3:16])[O:11][CH2:12][CH3:13])[CH3:10].[CH3:1][O:2][C:4]1[NH:3][O:25][C:22]2[CH:21]=[CH:20][CH:19]=[CH:24][C:6]=2[CH:5]=1. The catalyst class is: 8. (8) Reactant: [Cl:1][C:2]1[C:3]([O:12][C:13]2[CH:18]=[C:17]([O:19][CH2:20][CH2:21][O:22][CH3:23])[CH:16]=[CH:15][C:14]=2[CH:24]([CH3:31])[CH2:25][C:26](OCC)=[O:27])=[N:4][CH:5]=[C:6]([C:8]([F:11])([F:10])[F:9])[CH:7]=1.[H-].C([Al+]CC(C)C)C(C)C.[Cl-].[NH4+]. Product: [Cl:1][C:2]1[C:3]([O:12][C:13]2[CH:18]=[C:17]([O:19][CH2:20][CH2:21][O:22][CH3:23])[CH:16]=[CH:15][C:14]=2[CH:24]([CH3:31])[CH2:25][CH2:26][OH:27])=[N:4][CH:5]=[C:6]([C:8]([F:10])([F:9])[F:11])[CH:7]=1. The catalyst class is: 188. (9) Reactant: Cl.C([O:6][C:7]([N:9]1[CH2:13][CH2:12][CH:11]([CH2:14][O:15][C:16]2[CH:21]=[CH:20][CH:19]=[CH:18][C:17]=2[C:22]([N:24]2[CH2:38][C:27]3=[C:28]4[N:33]([N:34]=[C:26]3[CH2:25]2)[C:32]([CH3:35])=[C:31]([Cl:36])[C:30]([CH3:37])=[N:29]4)=[O:23])[CH2:10]1)=[O:8])(C)(C)C.O. Product: [CH:7]([OH:8])=[O:6].[Cl:36][C:31]1[C:30]([CH3:37])=[N:29][C:28]2[N:33]([N:34]=[C:26]3[CH2:25][N:24]([C:22]([C:17]4[CH:18]=[CH:19][CH:20]=[CH:21][C:16]=4[O:15][CH2:14][CH:11]4[CH2:12][CH2:13][NH:9][CH2:10]4)=[O:23])[CH2:38][C:27]3=2)[C:32]=1[CH3:35]. The catalyst class is: 12. (10) Reactant: [O:1]1[CH2:6][CH2:5][CH:4]([CH:7]=O)[CH2:3][CH2:2]1.[NH2:9][OH:10].C([O-])(=O)C.[Na+]. Product: [O:1]1[CH2:6][CH2:5][CH:4]([CH:7]=[N:9][OH:10])[CH2:3][CH2:2]1. The catalyst class is: 40.